Dataset: Forward reaction prediction with 1.9M reactions from USPTO patents (1976-2016). Task: Predict the product of the given reaction. (1) Given the reactants C[O:2][C:3]([C:5]1[C:6]([C:14]2[CH:19]=[CH:18][CH:17]=[CH:16][C:15]=2[N+:20]([O-:22])=[O:21])=[CH:7][CH:8]=[C:9]([C:11](=[S:13])[NH2:12])[CH:10]=1)=[O:4].Br[CH2:24][C:25]([C:27]1[CH:28]=[C:29]([CH:32]=[CH:33][CH:34]=1)[C:30]#[N:31])=O, predict the reaction product. The product is: [C:30]([C:29]1[CH:28]=[C:27]([C:25]2[N:12]=[C:11]([C:9]3[CH:10]=[C:5]([C:3]([OH:2])=[O:4])[C:6]([C:14]4[CH:19]=[CH:18][CH:17]=[CH:16][C:15]=4[N+:20]([O-:22])=[O:21])=[CH:7][CH:8]=3)[S:13][CH:24]=2)[CH:34]=[CH:33][CH:32]=1)#[N:31]. (2) Given the reactants Cl[C:2]1[CH:11]=[CH:10][N:9]=[C:8]2[C:3]=1[CH:4]=[CH:5][C:6]([CH2:12][CH2:13][CH3:14])=[N:7]2.[NH2:15][C:16]1[CH:21]=[C:20]([CH3:22])[CH:19]=[CH:18][C:17]=1[S:23][C:24]1[CH:25]=[C:26]([NH:30][C:31](=[O:33])[CH3:32])[CH:27]=[CH:28][CH:29]=1, predict the reaction product. The product is: [CH3:22][C:20]1[CH:19]=[CH:18][C:17]([S:23][C:24]2[CH:25]=[C:26]([NH:30][C:31](=[O:33])[CH3:32])[CH:27]=[CH:28][CH:29]=2)=[C:16]([NH:15][C:2]2[C:3]3[C:8](=[N:7][C:6]([CH2:12][CH2:13][CH3:14])=[CH:5][CH:4]=3)[N:9]=[CH:10][CH:11]=2)[CH:21]=1. (3) Given the reactants [NH2:1][C:2]1[CH:7]=[C:6]([Br:8])[C:5]([O:9][CH3:10])=[C:4](Br)[N:3]=1.[C:12]([C:14]1[CH:19]=[CH:18][CH:17]=[CH:16][CH:15]=1)#[CH:13], predict the reaction product. The product is: [Br:8][C:6]1[C:5]([O:9][CH3:10])=[C:4]([C:13]#[C:12][C:14]2[CH:19]=[CH:18][CH:17]=[CH:16][CH:15]=2)[N:3]=[C:2]([NH2:1])[CH:7]=1. (4) Given the reactants [H-].[Na+].[CH2:3]([C:7]1[NH:8][C:9]2[C:14]([CH:15]=1)=[CH:13][CH:12]=[CH:11][CH:10]=2)[CH2:4][CH2:5][CH3:6].[CH3:16]I.Cl, predict the reaction product. The product is: [CH2:3]([C:7]1[N:8]([CH3:16])[C:9]2[C:14]([CH:15]=1)=[CH:13][CH:12]=[CH:11][CH:10]=2)[CH2:4][CH2:5][CH3:6].